Predict which catalyst facilitates the given reaction. From a dataset of Catalyst prediction with 721,799 reactions and 888 catalyst types from USPTO. (1) Reactant: [CH2:1]([CH:3]1[N:12]2[C:7](=[CH:8][C:9](=[O:18])[C:10]([C:13]([O:15]CC)=[O:14])=[CH:11]2)[C:6]2[CH:19]=[C:20]([O:30][CH3:31])[C:21]([O:23][CH2:24][C:25]([CH3:29])([CH3:28])[CH2:26][OH:27])=[CH:22][C:5]=2[CH2:4]1)[CH3:2].[OH-].[Na+].Cl. Product: [CH2:1]([CH:3]1[N:12]2[C:7](=[CH:8][C:9](=[O:18])[C:10]([C:13]([OH:15])=[O:14])=[CH:11]2)[C:6]2[CH:19]=[C:20]([O:30][CH3:31])[C:21]([O:23][CH2:24][C:25]([CH3:28])([CH3:29])[CH2:26][OH:27])=[CH:22][C:5]=2[CH2:4]1)[CH3:2]. The catalyst class is: 1. (2) Reactant: [Cl:1][CH2:2][CH2:3]Cl.[CH:5]([C:8]1[CH:13]=[CH:12]C(CO)=[CH:10][C:9]=1[O:16][C:17]([F:20])([F:19])[F:18])([CH3:7])[CH3:6].S(Cl)(Cl)=O. The catalyst class is: 3. Product: [Cl:1][CH2:2][C:3]1[CH:12]=[CH:13][C:8]([CH:5]([CH3:7])[CH3:6])=[C:9]([O:16][C:17]([F:18])([F:19])[F:20])[CH:10]=1.